This data is from Reaction yield outcomes from USPTO patents with 853,638 reactions. The task is: Predict the reaction yield, written as a fraction of the theoretical maximum amount of product (1.0 means a 100% yield; for example, 0.34 means a 34% yield). (1) The reactants are [C:1]([OH:5])([CH3:4])([CH3:3])[CH3:2].[CH3:6][C:7]([CH3:10])([O-:9])[CH3:8].[K+].[C:12]1([CH3:18])[CH:17]=[CH:16][CH:15]=[CH:14]C=1.[N-:19]=[C:20]=[O:21].CC([O:26]C)(C)C. The catalyst is O. The product is [C:1]([O:5][C:20]([NH:19][C:15]1([C:14]([O:9][C:7]([CH3:10])([CH3:8])[CH3:6])=[O:26])[CH2:16][CH:17]=[CH:12][CH2:18]1)=[O:21])([CH3:4])([CH3:3])[CH3:2]. The yield is 0.520. (2) The yield is 0.780. The reactants are [Br:1][C:2]1[CH:3]=[C:4]2[C:9](=[CH:10][C:11]=1[F:12])[O:8][CH:7]([C:13]1[CH:18]=[CH:17][CH:16]=[CH:15][CH:14]=1)[CH2:6][C:5]2=O.[C:20](=[N:26][Si](C)(C)C)=[N:21][Si](C)(C)C. The catalyst is C(Cl)Cl.Cl[Ti](Cl)(Cl)Cl. The product is [Br:1][C:2]1[CH:3]=[C:4]2[C:9](=[CH:10][C:11]=1[F:12])[O:8][CH:7]([C:13]1[CH:18]=[CH:17][CH:16]=[CH:15][CH:14]=1)[CH2:6][C:5]2=[N:26][C:20]#[N:21]. (3) The reactants are Br[CH2:2][C:3]([C:5]1[S:6][CH:7]=[CH:8][CH:9]=1)=O.[C:10]([CH2:12][C:13]([NH2:15])=[S:14])#[N:11]. No catalyst specified. The product is [S:6]1[CH:7]=[CH:8][CH:9]=[C:5]1[C:3]1[N:15]=[C:13]([CH2:12][C:10]#[N:11])[S:14][CH:2]=1. The yield is 0.490. (4) The reactants are [F:1][C:2]1[CH:7]=[CH:6][C:5]([C:8]2[N:9]([Si](C(C)C)(C(C)C)C(C)C)[CH:10]=[C:11]([C:19]3(O)[CH2:24][CH2:23][N:22]([CH3:25])[CH2:21][CH2:20]3)[C:12]=2[C:13]2[CH:18]=[CH:17][N:16]=[CH:15][CH:14]=2)=[CH:4][CH:3]=1.C([SiH](CC)CC)C.FC(F)(F)C(O)=O.[F-].C([N+](CCCC)(CCCC)CCCC)CCC. No catalyst specified. The product is [F:1][C:2]1[CH:7]=[CH:6][C:5]([C:8]2[NH:9][CH:10]=[C:11]([C:19]3[CH2:24][CH2:23][N:22]([CH3:25])[CH2:21][CH:20]=3)[C:12]=2[C:13]2[CH:18]=[CH:17][N:16]=[CH:15][CH:14]=2)=[CH:4][CH:3]=1. The yield is 0.910. (5) The reactants are [H-].[H-].[H-].[H-].[Li+].[Al+3].OS(O)(=O)=O.[Br:12][C:13]1[CH:14]=[C:15]([CH:18]=[CH:19][C:20]=1[CH3:21])[C:16]#[N:17].[OH-].[Na+].[ClH:24]. The catalyst is C1COCC1.CCOCC.O. The product is [ClH:24].[Br:12][C:13]1[CH:14]=[C:15]([CH2:16][NH2:17])[CH:18]=[CH:19][C:20]=1[CH3:21]. The yield is 0.920. (6) The reactants are Cl.Cl.[F:3][C:4]1[C:9]([F:10])=[CH:8][CH:7]=[CH:6][C:5]=1[C@@H:11]1[CH2:21][CH2:20][C@@H:19]([O:22][Si](C(C)C)(C(C)C)C(C)C)[C:14]2=[N:15][CH:16]=[CH:17][CH:18]=[C:13]2[CH:12]1[NH2:33].C(O)(C)C. The catalyst is O. The product is [NH2:33][CH:12]1[C:13]2[C:14](=[N:15][CH:16]=[CH:17][CH:18]=2)[C@H:19]([OH:22])[CH2:20][CH2:21][C@H:11]1[C:5]1[CH:6]=[CH:7][CH:8]=[C:9]([F:10])[C:4]=1[F:3]. The yield is 0.990. (7) The reactants are Cl.[NH2:2][CH2:3][C:4]1[CH:12]=[CH:11][CH:10]=[C:9]2[C:5]=1[C:6](=[O:22])[N:7]([CH:14]1[CH2:19][CH2:18][C:17](=[O:20])[NH:16][C:15]1=[O:21])[C:8]2=[O:13].N12CCCN=C1CCCCC2.ON1C2C=CC=CC=2N=N1.[CH3:44][C:45]1[S:46][C:47]([CH3:54])=[C:48]([CH2:50][C:51](O)=[O:52])[N:49]=1.Cl.CN(C)CCCN=C=NCC. The catalyst is C(#N)C. The product is [CH3:44][C:45]1[S:46][C:47]([CH3:54])=[C:48]([CH2:50][C:51]([NH:2][CH2:3][C:4]2[CH:12]=[CH:11][CH:10]=[C:9]3[C:5]=2[C:6](=[O:22])[N:7]([CH:14]2[CH2:19][CH2:18][C:17](=[O:20])[NH:16][C:15]2=[O:21])[C:8]3=[O:13])=[O:52])[N:49]=1. The yield is 0.760. (8) The reactants are [F:1][CH:2]([F:32])[CH2:3][O:4][C:5]1[C:9]2[C:10](=[O:25])[N:11]([CH2:16][C:17](=[O:24])[C:18]3[CH:23]=[CH:22][CH:21]=[CH:20][CH:19]=3)[C:12]([CH2:14][CH3:15])=[CH:13][C:8]=2[N:7]([CH3:26])[C:6]=1[C:27]([O:29][CH2:30][CH3:31])=[O:28].FC(F)(F)S(OCC(F)F)(=O)=O.C(=O)([O-])[O-].[Cs+].[Cs+]. No catalyst specified. The product is [F:32][CH:2]([F:1])[CH2:3][O:4][C:5]1[C:9]2[C:10](=[O:25])[N:11]([CH2:16][C:17](=[O:24])[C:18]3[CH:23]=[CH:22][CH:21]=[CH:20][CH:19]=3)[C:12]([CH2:14][CH3:15])=[CH:13][C:8]=2[N:7]([CH3:26])[C:6]=1[C:27]([OH:29])=[O:28].[F:32][CH:2]([F:1])[CH2:3][O:4][C:5]1[C:9]2[C:10](=[O:25])[N:11]([CH2:16][C:17](=[O:24])[C:18]3[CH:23]=[CH:22][CH:21]=[CH:20][CH:19]=3)[C:12]([CH2:14][CH3:15])=[CH:13][C:8]=2[N:7]([CH3:26])[C:6]=1[C:27]([O:29][CH2:30][CH3:31])=[O:28]. The yield is 0.830.